Dataset: Drug-target binding data from BindingDB using IC50 measurements. Task: Regression. Given a target protein amino acid sequence and a drug SMILES string, predict the binding affinity score between them. We predict pIC50 (pIC50 = -log10(IC50 in M); higher means more potent). Dataset: bindingdb_ic50. (1) The compound is CCSSc1nc2ccccc2[nH]1. The target protein (P10599) has sequence MVKQIESKTAFQEALDAAGDKLVVVDFSATWCGPCKMIKPFFHSLSEKYSNVIFLEVDVDDCQDVASECEVKCMPTFQFFKKGQKVGEFSGANKEKLEATINELV. The pIC50 is 6.5. (2) The drug is Cc1cc(Nc2nc(-c3ccccc3)nc3ccccc23)n[nH]1. The target protein sequence is HSDSISSLASEREYITSLDLSANELRDIDALSQKCCISVHLEHLEKLELHQNALTSFPQQLCETLKSLTHLDLHSNKFTSFPSYLLKMSCIANLDVSRNDIGPSVVLDPTVKCPTLKQFNLSYNQLSFVPENLTDVVEKLEQLILEGNKISGICSPLRLKELKILNLSKNHISSLSENFLEACPKVESFSARMNFLAAMPFLPPSMTILKLSQNKFSCIPEAILNLPHLRSLDMSSNDIQYLPGPAHWKSLNLRELLFSHNQISILDLSEKAYLWSRVEKLHLSHNKLKEIPPEIGCLENLTSLDVSYNLELRSFPNEMGKLSKIWDLPLDELHLNFDFKHIGCKAKDIIRFLQQRLKKAVPYNRMKLMIVGNTGSGKTTLLQQLMKTKKSDLGMQSATVGIDVKDWPIQIRDKRKRDLVLNVWDFAGREEFYSTHPHFMTQRALYLAVYDLSKGQAEVDAMKPWLFNIKARASSSPVILVGTHLDVSDEKQRKACMSKI.... The pIC50 is 6.7. (3) The drug is N[C@@H](CNC(=O)[C@@H]1O[C@H]1C(=O)c1ccccc1)C(=O)O. The target protein sequence is MCGIFGYCNYLVERSRGEIIDTLVDGLQRLEYRGYDSTGIAIDGDEADSTFIYKQIGKVSALKEEITKQNPNRDVTFVSHCGIAHTRWATHGRPEQVNCHPQRSDPEDQFVVVHNGIITNFRELKTLLINKGYKFESDTDTECIAKLYLHLYNTNLQNGHDLDFHELTKLVLLELEGSYGLLCKSCHYPNEVIATRKGSPLLIGVKSEKKLKVDFVDVEFPEENAGQPEIPLKSNNKSFGLGPKKAREFEAGSQNANLLPIAANEFNLRHSQSRAFLSEDGSPTPVEFFVSSDAASVVKHTKKVLFLEDDDLAHIYDGELHIHRSRREVGASMTRSIQTLEMELAQIMKGPYDHFMQKEIYEQPESTFNTMRGRIDYENNKVILGGLKAWLPVVRRARRLIMIACGTSYHSCLATRAIFEELSDIPVSVELASDFLDRKCPVFRDDVCVFVSQSGETADTMLALNYCLERGALTVGIVNSVGSSISRVTHCGVHINAGPE.... The pIC50 is 3.2. (4) The compound is CC(C=NN=C(N)N)=C(Cl)c1ccccc1. The target protein (P03374) has sequence MPNHQSGSPTGSSDLLLSGKKQRPHLALRRKRRREMRKINRKVRRMNLAPIKEKTAWQHLQALISEAEEVLKTSQTPQNSLTLFLALLSVLGPPPVTGESYWAYLPKPPILHPVGWGSTDPIRVLTNQTMYLGGSPDFHGFRNMSGNVHFEGKSDTLPICFSFSFSTPTGCFQVDKQVFLSDTPTVDNNKPGGKGDKRRMWELWLHTLGNSGANTKLVPIKKKLPPKYPHCQIAFKKDAFWEGDESAPPRWLPCAFPDKGVSFSPKGALGLLWDFSLPSPSVDQSDQIKSKKDLFGNYTPPVNKEVHRWYEAGWVEPTWFWENSPKDPNDRDFTALVPHTELFRLVAASRHLILKRPGFQEHEMIPTSACVTYPYAILLGLPQLIDIEKRGSTFHISCSSCRLTNCLDSSAYDYAAIIVKRPPYVLLPVDIGDEPWFDDSAIQTFRYATDLIRAKRFVAAIILGISALIAIITSFAVATTALVKEMQTATFVNNLHRNVT.... The pIC50 is 5.6. (5) The compound is O=C(O)/C=C/c1ccccc1O. The target protein sequence is MEMEKEFEQIDKSGSWAAIYQDIRHEASDFPCRVAKLPKNKNRNRYRDVSPFDHSRIKLHQEDNDYINASLIKMEEAQRSYILTQGPLPNTCGHFWEMVWEQKSRGVVMLNRVMEKGSLKCAQYWPQKEEKEMIFEDTNLKLTLISEDIKSYYTVRQLELENLTTQETREILHFHYTTWPDFGVPESPASFLNFLFKVRESGSLSPEHGPVVVHCSAGIGRSGTFCLADTCLLLMDKRKDPSSVDIKKVLLEMRKFRMGLIQTADQLRFSYLAVIEGAKFIMGDSSVQDQWKELSHEDLEPPPEHIPPPPRPPKRILEPHN. The pIC50 is 3.9. (6) The compound is CCCNC(=O)C(N)CC#CCN. The target protein (Q59118) has sequence MTLQTTPSTPLVQDPPVPATLVHAAAQHPLEQLSAEEIHEARRILAEAGLVGESTRFAYLGLIEPPKTTRQGDVTGAARLVRAMLWDAAQSRSLDVRLSLATGLVVDRRELNPEADGQLPVLLEEFGIIEDILSEDPQWNAALTARGLTPAQVRVAPLSAGVFEYGNEEGKRLLRGLGFRQDHPADHPWAHPIDGLVAFVDVENRRVNHLIDDGPVPVPEVNGNYTDPAIRGELRTDLLPIEIMQPEGPSFTLEGNHLSWAGWDLRVGFDAREGLVLHQLHHSHKGRRRPVIHRASISEMVVPYGDPSPYRSWQNYFDSGEYLVGRDANSLRLGCDCLGDITYMSPVVADDFGNPRTIENGICIHEEDAGILWKHTDEWAGSDEVRRNRRLVVSFFTTVGNYDYGFYWYLYLDGTIEFEAKATGIVFTAALPDKDYAYASEIAPGLGAPYHQHLFSARLDMMIDGDANRVEELDLVRLPKGPGNPHGNAFTQKRTLLARE.... The pIC50 is 5.2.